Dataset: Catalyst prediction with 721,799 reactions and 888 catalyst types from USPTO. Task: Predict which catalyst facilitates the given reaction. (1) Reactant: [Cl:1][C:2]1[N:3]=[N:4][C:5]([Cl:9])=[CH:6][C:7]=1Cl.C(=O)([O-])[O-].[Na+].[Na+].[N:16]1([CH2:22][CH2:23][OH:24])[CH2:21][CH2:20][NH:19][CH2:18][CH2:17]1. Product: [Cl:1][C:2]1[N:3]=[N:4][C:5]([Cl:9])=[CH:6][C:7]=1[N:19]1[CH2:20][CH2:21][N:16]([CH2:22][CH2:23][OH:24])[CH2:17][CH2:18]1. The catalyst class is: 80. (2) Reactant: [C:1]([NH:5][C:6]([C:8]1[C:16]2[C:11](=[N:12][CH:13]=[C:14]([C:17]3[C:25]4[C:20](=[CH:21][CH:22]=[C:23]([O:26][CH:27]([F:29])[F:28])[CH:24]=4)[N:19]([CH2:30][CH:31]4[CH2:34][N:33](C(OC(C)(C)C)=O)[CH2:32]4)[N:18]=3)[N:15]=2)[N:10]([CH2:42][O:43][CH2:44][CH2:45][Si:46]([CH3:49])([CH3:48])[CH3:47])[CH:9]=1)=[O:7])([CH3:4])([CH3:3])[CH3:2]. Product: [NH:33]1[CH2:34][CH:31]([CH2:30][N:19]2[C:20]3[C:25](=[CH:24][C:23]([O:26][CH:27]([F:29])[F:28])=[CH:22][CH:21]=3)[C:17]([C:14]3[N:15]=[C:16]4[C:8]([C:6]([NH:5][C:1]([CH3:3])([CH3:4])[CH3:2])=[O:7])=[CH:9][N:10]([CH2:42][O:43][CH2:44][CH2:45][Si:46]([CH3:49])([CH3:48])[CH3:47])[C:11]4=[N:12][CH:13]=3)=[N:18]2)[CH2:32]1. The catalyst class is: 836.